From a dataset of NCI-60 drug combinations with 297,098 pairs across 59 cell lines. Regression. Given two drug SMILES strings and cell line genomic features, predict the synergy score measuring deviation from expected non-interaction effect. (1) Drug 1: CC(CN1CC(=O)NC(=O)C1)N2CC(=O)NC(=O)C2. Cell line: MALME-3M. Synergy scores: CSS=13.2, Synergy_ZIP=-0.819, Synergy_Bliss=4.32, Synergy_Loewe=-0.707, Synergy_HSA=2.31. Drug 2: CS(=O)(=O)OCCCCOS(=O)(=O)C. (2) Drug 1: CC=C1C(=O)NC(C(=O)OC2CC(=O)NC(C(=O)NC(CSSCCC=C2)C(=O)N1)C(C)C)C(C)C. Drug 2: C(=O)(N)NO. Cell line: HCC-2998. Synergy scores: CSS=31.4, Synergy_ZIP=0.891, Synergy_Bliss=0.423, Synergy_Loewe=-62.6, Synergy_HSA=-0.946. (3) Synergy scores: CSS=-0.00900, Synergy_ZIP=-7.75, Synergy_Bliss=-12.5, Synergy_Loewe=-8.05, Synergy_HSA=-7.41. Drug 1: C1=CC(=CC=C1CCCC(=O)O)N(CCCl)CCCl. Cell line: KM12. Drug 2: CC1CCC2CC(C(=CC=CC=CC(CC(C(=O)C(C(C(=CC(C(=O)CC(OC(=O)C3CCCCN3C(=O)C(=O)C1(O2)O)C(C)CC4CCC(C(C4)OC)O)C)C)O)OC)C)C)C)OC.